This data is from NCI-60 drug combinations with 297,098 pairs across 59 cell lines. The task is: Regression. Given two drug SMILES strings and cell line genomic features, predict the synergy score measuring deviation from expected non-interaction effect. (1) Synergy scores: CSS=3.46, Synergy_ZIP=-6.59, Synergy_Bliss=-3.59, Synergy_Loewe=-2.88, Synergy_HSA=-2.80. Drug 1: C1=NC2=C(N1)C(=S)N=C(N2)N. Drug 2: CC1=C(C(CCC1)(C)C)C=CC(=CC=CC(=CC(=O)O)C)C. Cell line: RXF 393. (2) Drug 1: CCC1=C2CN3C(=CC4=C(C3=O)COC(=O)C4(CC)O)C2=NC5=C1C=C(C=C5)O. Drug 2: CS(=O)(=O)CCNCC1=CC=C(O1)C2=CC3=C(C=C2)N=CN=C3NC4=CC(=C(C=C4)OCC5=CC(=CC=C5)F)Cl. Cell line: ACHN. Synergy scores: CSS=45.5, Synergy_ZIP=-6.04, Synergy_Bliss=-2.89, Synergy_Loewe=-24.2, Synergy_HSA=-1.85.